Dataset: Peptide-MHC class I binding affinity with 185,985 pairs from IEDB/IMGT. Task: Regression. Given a peptide amino acid sequence and an MHC pseudo amino acid sequence, predict their binding affinity value. This is MHC class I binding data. (1) The peptide sequence is YTPGPGIRY. The MHC is HLA-A31:01 with pseudo-sequence HLA-A31:01. The binding affinity (normalized) is 0. (2) The binding affinity (normalized) is 0.910. The peptide sequence is AGNVYVKF. The MHC is Mamu-B52 with pseudo-sequence Mamu-B52. (3) The peptide sequence is VVPPTTVKEA. The MHC is Mamu-A01 with pseudo-sequence Mamu-A01. The binding affinity (normalized) is 0.192. (4) The peptide sequence is FTMRLLSPVR. The MHC is HLA-A68:01 with pseudo-sequence HLA-A68:01. The binding affinity (normalized) is 0.811. (5) The peptide sequence is QLSNTTGRL. The MHC is HLA-A02:01 with pseudo-sequence HLA-A02:01. The binding affinity (normalized) is 0.219. (6) The peptide sequence is NHINVQLSL. The MHC is HLA-B38:01 with pseudo-sequence HLA-B38:01. The binding affinity (normalized) is 0.682. (7) The peptide sequence is REQASYLYV. The MHC is HLA-B08:01 with pseudo-sequence HLA-B08:01. The binding affinity (normalized) is 0.0847.